Predict the product of the given reaction. From a dataset of Forward reaction prediction with 1.9M reactions from USPTO patents (1976-2016). (1) Given the reactants FC(F)(F)C(O)=O.[CH3:8][C:9]1[CH:14]=[C:13]([C:15]2[N:19](C3CCCCO3)[CH:18]=[N:17][N:16]=2)[CH:12]=[CH:11][C:10]=1[C:26]1[N:31]=[C:30]2[NH:32][C:33]3([CH2:38][CH2:37]3)[C:34](=[O:36])[NH:35][C:29]2=[N:28][CH:27]=1.CC1C=C(C2N(C3CCCCO3)C=NN=2)C=CC=1B1OC(C)(C)C(C)(C)O1.BrC1N=C2NC3(CC3)C(=O)NC2=NC=1.ClCCl.C(=O)([O-])[O-].[Na+].[Na+], predict the reaction product. The product is: [CH3:8][C:9]1[CH:14]=[C:13]([C:15]2[NH:19][CH:18]=[N:17][N:16]=2)[CH:12]=[CH:11][C:10]=1[C:26]1[N:31]=[C:30]2[NH:32][C:33]3([CH2:37][CH2:38]3)[C:34](=[O:36])[NH:35][C:29]2=[N:28][CH:27]=1. (2) Given the reactants Br[CH:2]1[CH2:7][N:6]([CH2:8][CH2:9][N:10]([CH2:13][CH3:14])[CH2:11][CH3:12])[C:5](=[O:15])[C:4]2[C:16]([CH3:31])=[C:17]([CH:19]=[C:20]3[C:28]4[C:23](=[CH:24][CH:25]=[C:26]([F:29])[CH:27]=4)[NH:22][C:21]3=[O:30])[NH:18][C:3]1=2.BrCC1C2C(=[O:50])N(CCN(CC)CC)CCC=2NC=1C=C1C2C(=CC=C(F)C=2)NC1=O.C(=O)([O-])[O-].[K+].[K+].O, predict the reaction product. The product is: [CH2:13]([N:10]([CH2:11][CH3:12])[CH2:9][CH2:8][N:6]1[CH2:7][CH2:2][C:3]2[NH:18][C:17]([CH:19]=[C:20]3[C:28]4[C:23](=[CH:24][CH:25]=[C:26]([F:29])[CH:27]=4)[NH:22][C:21]3=[O:30])=[C:16]([CH2:31][OH:50])[C:4]=2[C:5]1=[O:15])[CH3:14]. (3) The product is: [CH3:1][C:2]1[CH:3]=[C:4]([NH:9][C:10]2[N:15]=[C:14]([C:16]3[S:17][CH:18]=[C:19]([CH:21]=[O:22])[N:20]=3)[CH:13]=[CH:12][N:11]=2)[CH:5]=[C:6]([CH3:8])[CH:7]=1. Given the reactants [CH3:1][C:2]1[CH:3]=[C:4]([NH:9][C:10]2[N:15]=[C:14]([C:16]3[S:17][CH:18]=[C:19]([CH2:21][OH:22])[N:20]=3)[CH:13]=[CH:12][N:11]=2)[CH:5]=[C:6]([CH3:8])[CH:7]=1.C(O)(C)(C)C.CC(OI1(OC(C)=O)(OC(C)=O)OC(=O)C2C=CC=CC1=2)=O, predict the reaction product. (4) Given the reactants [C:1](=[O:4])([O-:3])[O-].[Na+].[Na+].[C:15](O[C:15]([O:17][C:18]([CH3:21])([CH3:20])[CH3:19])=[O:16])([O:17][C:18]([CH3:21])([CH3:20])[CH3:19])=[O:16].[N+:22]([C:25]1[CH:30]=[CH:29][C:28]([CH:31]([NH2:34])[CH2:32][NH2:33])=[CH:27][CH:26]=1)([O-:24])=[O:23], predict the reaction product. The product is: [C:18]([O:3][C:1]([NH:34][CH:31]([C:28]1[CH:27]=[CH:26][C:25]([N+:22]([O-:24])=[O:23])=[CH:30][CH:29]=1)[CH2:32][NH:33][C:15](=[O:16])[O:17][C:18]([CH3:19])([CH3:20])[CH3:21])=[O:4])([CH3:21])([CH3:20])[CH3:19]. (5) Given the reactants [Br:1][CH:2]1[CH2:7][CH2:6][CH:5]([C:8]([O:10][CH2:11][CH3:12])=[O:9])[CH2:4][CH:3]1[OH:13].OS(O)(=O)=O.C(O)(C)C, predict the reaction product. The product is: [Br:1][CH:2]1[CH2:7][CH2:6][CH:5]([C:8]([O:10][CH2:11][CH3:12])=[O:9])[CH2:4][C:3]1=[O:13]. (6) Given the reactants [CH2:1]([O:3][C:4](=[O:12])[C:5]([C:10]#[N:11])=[CH:6]OCC)[CH3:2].Cl.[F:14][C:15]1[CH:20]=[CH:19][C:18]([NH:21][NH2:22])=[CH:17][CH:16]=1.C([O-])(=O)C.[Na+], predict the reaction product. The product is: [NH2:11][C:10]1[N:21]([C:18]2[CH:19]=[CH:20][C:15]([F:14])=[CH:16][CH:17]=2)[N:22]=[CH:6][C:5]=1[C:4]([O:3][CH2:1][CH3:2])=[O:12]. (7) Given the reactants Br[C:2]1[N:3]=[C:4]([O:28][CH3:29])[C:5]([N:8](COCC[Si](C)(C)C)[S:9]([C:12]2[CH:17]=[CH:16][CH:15]=[C:14]([Cl:18])[C:13]=2[Cl:19])(=[O:11])=[O:10])=[N:6][CH:7]=1.[O-:30][CH2:31][CH3:32].[Na+], predict the reaction product. The product is: [Cl:19][C:13]1[C:14]([Cl:18])=[CH:15][CH:16]=[CH:17][C:12]=1[S:9]([NH:8][C:5]1[C:4]([O:28][CH3:29])=[N:3][C:2]([O:30][CH2:31][CH3:32])=[CH:7][N:6]=1)(=[O:10])=[O:11].